Regression. Given a peptide amino acid sequence and an MHC pseudo amino acid sequence, predict their binding affinity value. This is MHC class I binding data. From a dataset of Peptide-MHC class I binding affinity with 185,985 pairs from IEDB/IMGT. (1) The peptide sequence is DLVKSSFVK. The MHC is HLA-A11:01 with pseudo-sequence HLA-A11:01. The binding affinity (normalized) is 0.552. (2) The peptide sequence is LAVVSVSPL. The MHC is H-2-Db with pseudo-sequence H-2-Db. The binding affinity (normalized) is 0.576.